Task: Predict the product of the given reaction.. Dataset: Forward reaction prediction with 1.9M reactions from USPTO patents (1976-2016) (1) Given the reactants [CH:1]1([C:4]2[O:8][N:7]=[C:6]([CH:9]3[CH2:14][CH2:13][C:12]([F:16])([F:15])[CH2:11][CH2:10]3)[C:5]=2[CH2:17]O)[CH2:3][CH2:2]1.S(Cl)([Cl:21])=O, predict the reaction product. The product is: [Cl:21][CH2:17][C:5]1[C:6]([CH:9]2[CH2:14][CH2:13][C:12]([F:16])([F:15])[CH2:11][CH2:10]2)=[N:7][O:8][C:4]=1[CH:1]1[CH2:3][CH2:2]1. (2) Given the reactants [CH2:1]([Mg]Cl)[CH2:2][CH2:3][CH3:4].[O:7]=[C:8]1[CH2:13][CH2:12][N:11]([C:14]([O:16][C:17]([CH3:20])([CH3:19])[CH3:18])=[O:15])[CH2:10][CH2:9]1.O.Cl, predict the reaction product. The product is: [CH2:1]([C:8]1([OH:7])[CH2:9][CH2:10][N:11]([C:14]([O:16][C:17]([CH3:19])([CH3:18])[CH3:20])=[O:15])[CH2:12][CH2:13]1)[CH2:2][CH2:3][CH3:4]. (3) Given the reactants [C:1]([OH:20])(=[O:19])[CH2:2][CH2:3][CH2:4][CH2:5][CH2:6][CH2:7][CH2:8][CH2:9][CH2:10][CH2:11][CH2:12][CH2:13][CH2:14][CH2:15][CH2:16][CH2:17][CH3:18].[OH-].[Mg+2:22].[OH-], predict the reaction product. The product is: [C:1]([O-:20])(=[O:19])[CH2:2][CH2:3][CH2:4][CH2:5][CH2:6][CH2:7][CH2:8][CH2:9][CH2:10][CH2:11][CH2:12][CH2:13][CH2:14][CH2:15][CH2:16][CH2:17][CH3:18].[Mg+2:22].[C:1]([O-:20])(=[O:19])[CH2:2][CH2:3][CH2:4][CH2:5][CH2:6][CH2:7][CH2:8][CH2:9][CH2:10][CH2:11][CH2:12][CH2:13][CH2:14][CH2:15][CH2:16][CH2:17][CH3:18]. (4) Given the reactants [C:1]([O:5][C:6]([N:8]1[CH2:13][CH2:12][N:11]([CH2:14][C:15]2[CH:20]=[CH:19][C:18]([C:21]3[NH:22][C:23](=[O:37])[C:24]4[C:29]([CH:30]=3)=[C:28]([C:31]#[C:32][Si](C)(C)C)[CH:27]=[CH:26][CH:25]=4)=[CH:17][CH:16]=2)[CH2:10][CH2:9]1)=[O:7])([CH3:4])([CH3:3])[CH3:2].CCCC[N+](CCCC)(CCCC)CCCC.[F-], predict the reaction product. The product is: [C:1]([O:5][C:6]([N:8]1[CH2:9][CH2:10][N:11]([CH2:14][C:15]2[CH:20]=[CH:19][C:18]([C:21]3[NH:22][C:23](=[O:37])[C:24]4[C:29]([CH:30]=3)=[C:28]([C:31]#[CH:32])[CH:27]=[CH:26][CH:25]=4)=[CH:17][CH:16]=2)[CH2:12][CH2:13]1)=[O:7])([CH3:4])([CH3:3])[CH3:2]. (5) Given the reactants CCN=C=NCCCN(C)C.[NH2:12][C:13]1[N:17]([CH2:18][C:19]2[CH:24]=[C:23]([C:25]([F:28])([F:27])[F:26])[CH:22]=[C:21]([C:29]([F:32])([F:31])[F:30])[CH:20]=2)[N:16]=[N:15][C:14]=1[C:33]([OH:35])=O.[Cl:36][C:37]1[CH:42]=[CH:41][CH:40]=[CH:39][C:38]=1[C@H:43]1[CH2:47][CH2:46][CH2:45][NH:44]1.C([O-])(O)=O.[Na+], predict the reaction product. The product is: [NH2:12][C:13]1[N:17]([CH2:18][C:19]2[CH:24]=[C:23]([C:25]([F:26])([F:28])[F:27])[CH:22]=[C:21]([C:29]([F:30])([F:31])[F:32])[CH:20]=2)[N:16]=[N:15][C:14]=1[C:33]([N:44]1[CH2:45][CH2:46][CH2:47][C@@H:43]1[C:38]1[CH:39]=[CH:40][CH:41]=[CH:42][C:37]=1[Cl:36])=[O:35].